This data is from Retrosynthesis with 50K atom-mapped reactions and 10 reaction types from USPTO. The task is: Predict the reactants needed to synthesize the given product. (1) Given the product NCc1ccccc1S(=O)(=O)Nc1cc2c(cc1F)COB2O, predict the reactants needed to synthesize it. The reactants are: N#Cc1ccccc1S(=O)(=O)Nc1cc2c(cc1F)COB2O. (2) Given the product C[C@H]1[C@@H](C(C)(C)O)CCN1c1cc(F)c(C#N)cc1F, predict the reactants needed to synthesize it. The reactants are: C[C@@H]1NCC[C@@H]1C(C)(C)O.N#Cc1cc(F)c(F)cc1F. (3) Given the product CCCc1cc(C)cc(Nc2cc(N[C@@H]3CCCC[C@@H]3N)nnc2C(N)=O)n1, predict the reactants needed to synthesize it. The reactants are: CCCc1cc(C)cc(Nc2cc(N[C@@H]3CCCC[C@@H]3NC(=O)OC(C)(C)C)nnc2C(N)=O)n1. (4) Given the product N#Cc1ccc2[nH]c3c(c2c1)CC(OC(=O)c1ccccc1)CC3, predict the reactants needed to synthesize it. The reactants are: N#Cc1ccc(NN)cc1.O=C1CCC(OC(=O)c2ccccc2)CC1. (5) Given the product CCOc1c2c(c(OCC)c3ccccc13)C(=O)N(c1ccc(CC(=O)O)cc1Cl)C2=O, predict the reactants needed to synthesize it. The reactants are: CCOC(=O)Cc1ccc(N2C(=O)c3c(c(OCC)c4ccccc4c3OCC)C2=O)c(Cl)c1.